From a dataset of Forward reaction prediction with 1.9M reactions from USPTO patents (1976-2016). Predict the product of the given reaction. (1) Given the reactants CS([O:5][CH2:6][C@@H:7]([O:9][CH:10]1[CH2:15][CH2:14][CH2:13][CH2:12][O:11]1)[CH3:8])(=O)=O.CC(C)([O-])C.[K+].[CH3:22][N:23]1[CH:27]=[CH:26][C:25]([NH:28][C:29]2[C:38]3[C:33](=[CH:34][CH:35]=[C:36]([O:39][C:40]4[N:45]=[CH:44][C:43](O)=[CH:42][CH:41]=4)[CH:37]=3)[N:32]=[CH:31][N:30]=2)=[N:24]1.Cl, predict the reaction product. The product is: [CH3:22][N:23]1[CH:27]=[CH:26][C:25]([NH:28][C:29]2[C:38]3[C:33](=[CH:34][CH:35]=[C:36]([O:39][C:40]4[CH:41]=[CH:42][C:43]([O:5][CH2:6][C@H:7]([O:9][CH:10]5[CH2:15][CH2:14][CH2:13][CH2:12][O:11]5)[CH3:8])=[CH:44][N:45]=4)[CH:37]=3)[N:32]=[CH:31][N:30]=2)=[N:24]1. (2) The product is: [Cl:7][C:8]1[CH:13]=[CH:12][C:11]([S:14]([C:17]2([C:32]3[CH:37]=[C:36]([F:38])[CH:35]=[CH:34][C:33]=3[F:39])[CH2:18][CH2:19][CH:20]([NH:23][S:24]([CH2:27][CH2:28][OH:29])(=[O:26])=[O:25])[CH2:21][CH2:22]2)(=[O:16])=[O:15])=[CH:10][CH:9]=1. Given the reactants [H-].[H-].[H-].[H-].[Li+].[Al+3].[Cl:7][C:8]1[CH:13]=[CH:12][C:11]([S:14]([C:17]2([C:32]3[CH:37]=[C:36]([F:38])[CH:35]=[CH:34][C:33]=3[F:39])[CH2:22][CH2:21][CH:20]([NH:23][S:24]([CH2:27][C:28](OC)=[O:29])(=[O:26])=[O:25])[CH2:19][CH2:18]2)(=[O:16])=[O:15])=[CH:10][CH:9]=1, predict the reaction product. (3) Given the reactants [F:1][C:2]1[CH:7]=[C:6]([F:8])[CH:5]=[CH:4][C:3]=1[C:9]1[CH:14]=[C:13]([C:15]([OH:18])([CH3:17])[CH3:16])[CH:12]=[C:11]([C:19](O)=[O:20])[CH:10]=1.[CH3:22][C:23]1[N:27]=[C:26]([C@H:28]([NH2:30])[CH3:29])[O:25][N:24]=1.C(Cl)C[Cl:33].C1C=CC2N(O)N=NC=2C=1.C(N(CC)CC)C.FC(F)(F)C(O)=O, predict the reaction product. The product is: [ClH:33].[F:1][C:2]1[CH:7]=[C:6]([F:8])[CH:5]=[CH:4][C:3]=1[C:9]1[CH:14]=[C:13]([C:15]([OH:18])([CH3:17])[CH3:16])[CH:12]=[C:11]([C:19]([NH:30][C@@H:28]([C:26]2[O:25][N:24]=[C:23]([CH3:22])[N:27]=2)[CH3:29])=[O:20])[CH:10]=1. (4) Given the reactants C(NC(C)C)(C)C.[Li]CCCC.[F:13][C:14]1[CH:19]=[CH:18][C:17]([O:20][CH2:21][CH2:22][O:23][CH3:24])=[CH:16][N:15]=1.[B:25](OC(C)C)([O:30]C(C)C)[O:26]C(C)C, predict the reaction product. The product is: [F:13][C:14]1[C:19]([B:25]([OH:30])[OH:26])=[CH:18][C:17]([O:20][CH2:21][CH2:22][O:23][CH3:24])=[CH:16][N:15]=1. (5) Given the reactants N([O-])=O.[Na+].[CH2:5]([O:7][C:8]([C:10]1[N:11]=[C:12](N)[S:13][CH:14]=1)=[O:9])[CH3:6].[Na+].[Br-:17].OS(O)(=O)=O.[OH-].[Na+], predict the reaction product. The product is: [CH2:5]([O:7][C:8]([C:10]1[N:11]=[C:12]([Br:17])[S:13][CH:14]=1)=[O:9])[CH3:6]. (6) Given the reactants [NH2:1][C@H:2]1[CH2:7][CH2:6][N:5]([C:8]([O:10][C:11]([CH3:14])([CH3:13])[CH3:12])=[O:9])[CH2:4][C@H:3]1[O:15][CH3:16].[F:17][C:18]([F:28])([F:27])[C:19]1[N:20]=[C:21]([C:24](O)=[O:25])[NH:22][CH:23]=1.CCN=C=NCCCN(C)C.Cl.C1C=CC2N(O)N=NC=2C=1, predict the reaction product. The product is: [F:28][C:18]([F:17])([F:27])[C:19]1[N:20]=[C:21]([C:24]([NH:1][C@H:2]2[CH2:7][CH2:6][N:5]([C:8]([O:10][C:11]([CH3:12])([CH3:13])[CH3:14])=[O:9])[CH2:4][C@H:3]2[O:15][CH3:16])=[O:25])[NH:22][CH:23]=1. (7) Given the reactants [O:1]1[C:5]2([CH2:10][CH2:9][N:8]([CH2:11][CH2:12][C:13]3[CH:22]=[C:21]4[C:16]([CH:17]=[CH:18][CH:19]=[N:20]4)=[CH:15][C:14]=3[O:23][CH3:24])[CH2:7][CH2:6]2)[O:4][CH2:3][CH2:2]1.[H][H], predict the reaction product. The product is: [O:4]1[C:5]2([CH2:6][CH2:7][N:8]([CH2:11][CH2:12][C:13]3[CH:22]=[C:21]4[C:16]([CH2:17][CH2:18][CH2:19][NH:20]4)=[CH:15][C:14]=3[O:23][CH3:24])[CH2:9][CH2:10]2)[O:1][CH2:2][CH2:3]1. (8) Given the reactants Br[C:2]1[CH:11]=[C:10]2[C:5]([C:6](=[O:26])[C:7]3[C:17](=[O:18])[N:16](C(OC(C)(C)C)=O)[S:15][C:8]=3[N:9]2[CH:12]2[CH2:14][CH2:13]2)=[CH:4][C:3]=1[F:27].[C:28]([O:32][C:33](=[O:54])[NH:34][CH:35]1[CH2:44][CH2:43][C:42]2[C:37](=[CH:38][CH:39]=[C:40](B3OC(C)(C)C(C)(C)O3)[CH:41]=2)[CH2:36]1)([CH3:31])([CH3:30])[CH3:29].CN(C)C=O.C(=O)(O)[O-].[Na+], predict the reaction product. The product is: [C:28]([O:32][C:33](=[O:54])[NH:34][CH:35]1[CH2:44][CH2:43][C:42]2[C:37](=[CH:38][CH:39]=[C:40]([C:2]3[CH:11]=[C:10]4[C:5]([C:6](=[O:26])[C:7]5[C:17](=[O:18])[NH:16][S:15][C:8]=5[N:9]4[CH:12]4[CH2:14][CH2:13]4)=[CH:4][C:3]=3[F:27])[CH:41]=2)[CH2:36]1)([CH3:31])([CH3:29])[CH3:30].